From a dataset of Forward reaction prediction with 1.9M reactions from USPTO patents (1976-2016). Predict the product of the given reaction. (1) Given the reactants [CH:1]([C:4]1[CH:9]=[CH:8][CH:7]=[CH:6][C:5]=1[NH:10][C:11]([NH:13][C:14]([NH:16][CH:17]1[CH2:25][C:24]2[C:19](=[CH:20][CH:21]=[C:22]([C:26]3[N:30]=[CH:29][N:28]([C:31]4[CH:36]=[CH:35][C:34]([O:37][C:38]([F:41])([F:40])[F:39])=[CH:33][CH:32]=4)[N:27]=3)[CH:23]=2)[CH2:18]1)=[O:15])=[S:12])([CH3:3])[CH3:2].C(N(CC)CC)C.Cl[CH2:50][C:51](=O)[CH3:52], predict the reaction product. The product is: [CH:1]([C:4]1[CH:9]=[CH:8][CH:7]=[CH:6][C:5]=1[N:10]1[C:51]([CH3:52])=[CH:50][S:12]/[C:11]/1=[N:13]\[C:14]([NH:16][CH:17]1[CH2:25][C:24]2[C:19](=[CH:20][CH:21]=[C:22]([C:26]3[N:30]=[CH:29][N:28]([C:31]4[CH:32]=[CH:33][C:34]([O:37][C:38]([F:41])([F:40])[F:39])=[CH:35][CH:36]=4)[N:27]=3)[CH:23]=2)[CH2:18]1)=[O:15])([CH3:3])[CH3:2]. (2) Given the reactants [CH3:1][C:2]1[CH:7]=[CH:6][N:5]=[C:4]([NH2:8])[C:3]=1[NH2:9].[CH:10]1([C:13](O)=O)[CH2:12][CH2:11]1.O=P(Cl)(Cl)Cl, predict the reaction product. The product is: [CH:10]1([C:13]2[NH:8][C:4]3=[N:5][CH:6]=[CH:7][C:2]([CH3:1])=[C:3]3[N:9]=2)[CH2:12][CH2:11]1. (3) Given the reactants OP([O-])([O-])=O.[K+].[K+].[F:8][C:9]1[C:10]([CH3:28])=[N:11][C:12]2[C:17]([N:18]=1)=[C:16](B1OC(C)(C)C(C)(C)O1)[CH:15]=[CH:14][CH:13]=2.Br[C:30]1[NH:34][C:33]2[C@@H:35]([CH3:39])[NH:36][C:37](=[O:38])[C:32]=2[CH:31]=1, predict the reaction product. The product is: [F:8][C:9]1[C:10]([CH3:28])=[N:11][C:12]2[C:17]([N:18]=1)=[C:16]([C:30]1[NH:34][C:33]3[C@@H:35]([CH3:39])[NH:36][C:37](=[O:38])[C:32]=3[CH:31]=1)[CH:15]=[CH:14][CH:13]=2. (4) Given the reactants [H-].[Na+].[Br:3][C:4]1[N:5]=[C:6]2[C:12]([C:13](=[O:18])[C:14]([CH3:17])([CH3:16])[CH3:15])=[CH:11][NH:10][C:7]2=[N:8][CH:9]=1.[CH3:19][Si:20]([CH2:23][CH2:24][O:25][CH2:26]Cl)([CH3:22])[CH3:21], predict the reaction product. The product is: [Br:3][C:4]1[N:5]=[C:6]2[C:12]([C:13](=[O:18])[C:14]([CH3:15])([CH3:17])[CH3:16])=[CH:11][N:10]([CH2:26][O:25][CH2:24][CH2:23][Si:20]([CH3:22])([CH3:21])[CH3:19])[C:7]2=[N:8][CH:9]=1. (5) The product is: [CH3:1][O:2][C:3]1[C:10]([CH3:11])=[CH:9][C:6]([CH:7]=[N:14][OH:15])=[CH:5][C:4]=1[CH3:12]. Given the reactants [CH3:1][O:2][C:3]1[C:10]([CH3:11])=[CH:9][C:6]([CH:7]=O)=[CH:5][C:4]=1[CH3:12].Cl.[NH2:14][OH:15].C([O-])([O-])=O.[Na+].[Na+], predict the reaction product. (6) Given the reactants Br[C:2]1[CH:7]=[CH:6][C:5]([CH:8]([C:19]2[CH:24]=[CH:23][CH:22]=[CH:21][C:20]=2[CH3:25])[CH2:9][C:10]([C:13]2[CH:18]=[CH:17][N:16]=[CH:15][CH:14]=2)=[N:11][OH:12])=[CH:4][CH:3]=1.[CH3:26][S:27]([C:30]1[CH:31]=[C:32](B(O)O)[CH:33]=[CH:34][CH:35]=1)(=[O:29])=[O:28], predict the reaction product. The product is: [CH3:26][S:27]([C:30]1[CH:35]=[C:34]([C:2]2[CH:3]=[CH:4][C:5]([CH:8]([C:19]3[CH:24]=[CH:23][CH:22]=[CH:21][C:20]=3[CH3:25])[CH2:9][C:10]([C:13]3[CH:18]=[CH:17][N:16]=[CH:15][CH:14]=3)=[N:11][OH:12])=[CH:6][CH:7]=2)[CH:33]=[CH:32][CH:31]=1)(=[O:29])=[O:28]. (7) The product is: [Cl:1][C:2]1[CH:3]=[CH:4][C:5]([CH:26]=[O:27])=[C:6]2[C:10]=1[N:9]=[C:8]1[N:11]([C:15]3[CH:20]=[CH:19][C:18]([Cl:21])=[CH:17][C:16]=3[C:22]([F:24])([F:23])[F:25])[CH2:12][CH2:13][CH2:14][N:7]21. Given the reactants [Cl:1][C:2]1[C:10]2[N:9]=[C:8]3[N:11]([C:15]4[CH:20]=[CH:19][C:18]([Cl:21])=[CH:17][C:16]=4[C:22]([F:25])([F:24])[F:23])[CH2:12][CH2:13][CH2:14][N:7]3[C:6]=2[C:5]([CH2:26][OH:27])=[CH:4][CH:3]=1.C(N(CC)CC)C.CS(C)=O, predict the reaction product. (8) The product is: [Cl:24][C:21]1[CH:22]=[C:23]2[C:18](=[CH:19][CH:20]=1)[N:17]([CH2:25][C:26]1[CH:31]=[CH:30][C:29]([O:32][CH3:33])=[CH:28][C:27]=1[O:34][CH3:35])[C:16](=[O:36])[C:15]2([C:7]1[CH:8]=[C:9]([NH:12][CH3:13])[CH:10]=[CH:11][C:6]=1[Cl:5])[CH3:37]. Given the reactants B.CSC.[Cl:5][C:6]1[CH:11]=[CH:10][C:9]([NH:12][CH:13]=O)=[CH:8][C:7]=1[C:15]1([CH3:37])[C:23]2[C:18](=[CH:19][CH:20]=[C:21]([Cl:24])[CH:22]=2)[N:17]([CH2:25][C:26]2[CH:31]=[CH:30][C:29]([O:32][CH3:33])=[CH:28][C:27]=2[O:34][CH3:35])[C:16]1=[O:36].Cl.CO, predict the reaction product. (9) Given the reactants [OH:1][C:2]1[CH:7]=[CH:6][C:5]([C:8]([N:10]2[CH2:14][CH2:13][CH2:12][C@H:11]2[CH2:15][N:16]2[CH2:20][CH2:19][CH2:18][CH2:17]2)=[O:9])=[CH:4][CH:3]=1.Br[CH2:22][CH2:23][CH2:24][C:25]([F:28])([F:27])[F:26], predict the reaction product. The product is: [N:16]1([CH2:15][C@@H:11]2[CH2:12][CH2:13][CH2:14][N:10]2[C:8]([C:5]2[CH:6]=[CH:7][C:2]([O:1][CH2:22][CH2:23][CH2:24][C:25]([F:28])([F:27])[F:26])=[CH:3][CH:4]=2)=[O:9])[CH2:17][CH2:18][CH2:19][CH2:20]1.